Task: Binary Classification. Given a drug SMILES string, predict its activity (active/inactive) in a high-throughput screening assay against a specified biological target.. Dataset: KCNQ2 potassium channel screen with 302,405 compounds (1) The result is 1 (active). The molecule is Brc1cc2c(nc(n(O)c2=O)c2cc(ccc2)C(F)(F)F)cc1. (2) The molecule is s1nc(nc1Nc1ccccc1)c1ccccc1. The result is 0 (inactive). (3) The compound is Clc1c(NC(=O)c2cc3nsnc3cc2)ccc(c1)C. The result is 0 (inactive). (4) The molecule is O1c2c(OC1)ccc(CNC(Oc1ccccc1)=O)c2. The result is 0 (inactive). (5) The molecule is O(CC=1NC(=O)NC(C1C(OCC)=O)C)C(=O)COc1c(cccc1)C#N. The result is 0 (inactive). (6) The result is 0 (inactive). The molecule is O1CCN(CC1)c1ccc(NC2CC(=O)N(C2=O)c2c(OC)cc(OC)cc2)cc1. (7) The compound is Clc1cc(CN2C(=O)C3C(CC2)C=CCC3C(=O)NCc2ccc(OC)cc2)ccc1Cl. The result is 0 (inactive).